This data is from Experimentally validated miRNA-target interactions with 360,000+ pairs, plus equal number of negative samples. The task is: Binary Classification. Given a miRNA mature sequence and a target amino acid sequence, predict their likelihood of interaction. The miRNA is mmu-miR-1961 with sequence UGAGGUAGUAGUUAGAA. The protein sequence of the target gene is MAKKSAENGIYSVSGDEKKGPLIVSGPDGAPAKGDGPAGLGAPGGRLAVPPRETWTRQMDFIMSCVGFAVGLGNVWRFPYLCYKNGGGVFLIPYVLIALVGGIPIFFLEISLGQFMKAGSINVWNICPLFKGLGYASMVIVFYCNTYYIMVLAWGFYYLVKSFTTTLPWATCGHTWNTPDCVEIFRHEDCANASLANLTCDQLADRRSPVIEFWENKVLRLSTGLEVPGALNWEVTLCLLACWVLVYFCVWKGVKSTGKIVYFTATFPYVVLVVLLVRGVLLPGALDGIIYYLKPDWSKL.... Result: 0 (no interaction).